Task: Predict the reaction yield, written as a fraction of the theoretical maximum amount of product (1.0 means a 100% yield; for example, 0.34 means a 34% yield).. Dataset: Reaction yield outcomes from USPTO patents with 853,638 reactions (1) The reactants are [CH3:1][C:2]1[CH:11]=[CH:10][C:5]2[N:6]=[C:7]([NH2:9])[S:8][C:4]=2[CH:3]=1.Br[CH2:13][C:14](=O)[C:15]([O:17][CH2:18][CH3:19])=[O:16]. No catalyst specified. The product is [CH3:1][C:2]1[CH:11]=[CH:10][C:5]2[N:6]3[CH:13]=[C:14]([C:15]([O:17][CH2:18][CH3:19])=[O:16])[N:9]=[C:7]3[S:8][C:4]=2[CH:3]=1. The yield is 0.570. (2) The reactants are [Cl:1][C:2]1[C:3]([CH3:12])=[CH:4][C:5]([OH:11])=[C:6]([C:8](=[O:10])[CH3:9])[CH:7]=1.[I:13]N1C(=O)CCC1=O.O. The catalyst is C(O)(=O)C. The product is [Cl:1][C:2]1[C:3]([CH3:12])=[C:4]([I:13])[C:5]([OH:11])=[C:6]([C:8](=[O:10])[CH3:9])[CH:7]=1. The yield is 0.970. (3) The reactants are [Cl:1][C:2]1[C:7]([Cl:8])=[CH:6][C:5]([Cl:9])=[CH:4][C:3]=1B(O)O.[Cl:13][C:14]1[CH:19]=[C:18](Cl)[N:17]=[C:16]([NH2:21])[N:15]=1.C(=O)([O-])[O-].[Na+].[Na+].C1(P(C2C=CC=CC=2)C2C=CC=CC=2)C=CC=CC=1. The catalyst is COCCOC.O.C([O-])(=O)C.[Pd+2].C([O-])(=O)C.CC(C)=O. The product is [ClH:1].[Cl:13][C:14]1[CH:19]=[C:18]([C:3]2[CH:4]=[C:5]([Cl:9])[CH:6]=[C:7]([Cl:8])[C:2]=2[Cl:1])[N:17]=[C:16]([NH2:21])[N:15]=1. The yield is 0.200. (4) The reactants are [CH2:1]([OH:4])[CH2:2][OH:3].[H-].[Na+].Br[CH2:8][C:9]1[CH:14]=[CH:13][CH:12]=[C:11]([F:15])[CH:10]=1.O. The catalyst is C1COCC1.CCOC(C)=O. The product is [F:15][C:11]1[CH:10]=[C:9]([CH2:8][O:3][CH2:2][CH2:1][OH:4])[CH:14]=[CH:13][CH:12]=1. The yield is 0.250. (5) The catalyst is ClCCl.CN(C)C1C=CN=CC=1. The product is [F:18][C:19]1[CH:25]=[CH:24][C:22]([NH:23][C:1](=[O:10])[CH:2]=[CH:3][C:4]2[CH:9]=[CH:8][CH:7]=[CH:6][CH:5]=2)=[CH:21][CH:20]=1. The reactants are [C:1](Cl)(=[O:10])[CH:2]=[CH:3][C:4]1[CH:9]=[CH:8][CH:7]=[CH:6][CH:5]=1.N1C=CC=CC=1.[F:18][C:19]1[CH:25]=[CH:24][C:22]([NH2:23])=[CH:21][CH:20]=1. The yield is 0.610. (6) The reactants are [Br:1][C:2]1[CH:10]=[CH:9][CH:8]=[C:7]2[C:3]=1[C:4]([C:20]1[C:21](O)=[CH:22][C:23]3[O:27][C:26]([CH3:29])([CH3:28])[CH2:25][C:24]=3[CH:30]=1)([CH2:18][OH:19])[C:5](=[O:17])[N:6]2[CH2:11][C:12]([O:14][CH2:15][CH3:16])=[O:13].C1(CCN2C3C(=CC=CC=3)C(C3C(O)=CC4OCOC=4C=3)(CO)C2=O)CC1. No catalyst specified. The product is [Br:1][C:2]1[CH:10]=[CH:9][CH:8]=[C:7]2[C:3]=1[C:4]1([CH2:18][O:19][C:21]3[CH:22]=[C:23]4[C:24](=[CH:30][C:20]1=3)[CH2:25][C:26]([CH3:29])([CH3:28])[O:27]4)[C:5](=[O:17])[N:6]2[CH2:11][C:12]([O:14][CH2:15][CH3:16])=[O:13]. The yield is 0.520. (7) The reactants are [Br:1][C:2]1[CH:10]=[C:6]([C:7]([OH:9])=O)[C:5]([OH:11])=[CH:4][CH:3]=1.[Cl:12][C:13]1[CH:19]=[CH:18][C:17]([C:20]([F:23])([F:22])[F:21])=[CH:16][C:14]=1[NH2:15]. The yield is 0.342. The product is [Br:1][C:2]1[CH:3]=[CH:4][C:5]([OH:11])=[C:6]([CH:10]=1)[C:7]([NH:15][C:14]1[CH:16]=[C:17]([C:20]([F:21])([F:22])[F:23])[CH:18]=[CH:19][C:13]=1[Cl:12])=[O:9]. No catalyst specified.